Dataset: Catalyst prediction with 721,799 reactions and 888 catalyst types from USPTO. Task: Predict which catalyst facilitates the given reaction. Reactant: [F:1][CH:2]([F:24])[O:3][C:4]1[CH:9]=[CH:8][C:7]([CH:10]([NH:13][C:14](=[O:23])[O:15][CH2:16][C:17]2[CH:22]=[CH:21][CH:20]=[CH:19][CH:18]=2)[CH2:11][OH:12])=[CH:6][CH:5]=1.[CH3:25]I. Product: [F:1][CH:2]([F:24])[O:3][C:4]1[CH:9]=[CH:8][C:7]([CH:10]([NH:13][C:14](=[O:23])[O:15][CH2:16][C:17]2[CH:18]=[CH:19][CH:20]=[CH:21][CH:22]=2)[CH2:11][O:12][CH3:25])=[CH:6][CH:5]=1. The catalyst class is: 21.